This data is from Full USPTO retrosynthesis dataset with 1.9M reactions from patents (1976-2016). The task is: Predict the reactants needed to synthesize the given product. (1) Given the product [Cl:1][C:2]1[CH:7]=[CH:6][C:5]([C@@H:8]([CH2:9][NH:10][CH:18]([CH3:20])[CH3:19])[C:21]([N:23]2[CH2:24][CH2:25][N:26]([C:29]3[C:34]([C:35]4[CH:40]=[CH:39][C:38]([O:41][CH3:42])=[C:37]([O:43][CH3:44])[CH:36]=4)=[CH:33][N:32]=[C:31]4[NH:45][CH:46]=[CH:47][C:30]=34)[CH2:27][CH2:28]2)=[O:22])=[CH:4][CH:3]=1, predict the reactants needed to synthesize it. The reactants are: [Cl:1][C:2]1[CH:7]=[CH:6][C:5]([C@H:8]([C:21]([N:23]2[CH2:28][CH2:27][N:26]([C:29]3[C:34]([C:35]4[CH:40]=[CH:39][C:38]([O:41][CH3:42])=[C:37]([O:43][CH3:44])[CH:36]=4)=[CH:33][N:32]=[C:31]4[NH:45][CH:46]=[CH:47][C:30]=34)[CH2:25][CH2:24]2)=[O:22])[CH2:9][N:10]([CH:18]([CH3:20])[CH3:19])C(=O)OC(C)(C)C)=[CH:4][CH:3]=1.C(O)(C(F)(F)F)=O.C1(N)C(F)=C(F)C(F)=C(N)C=1F.Cl.Cl. (2) Given the product [O:6]1[CH2:10][CH2:9][O:8][CH:7]1[C:11]1[C:12]([F:18])=[N:13][CH:14]=[CH:15][C:16]=1[C:20]([OH:19])([CH2:25][CH3:26])[C:21]([O:23][CH3:24])=[O:22], predict the reactants needed to synthesize it. The reactants are: C([Li])CCC.[O:6]1[CH2:10][CH2:9][O:8][CH:7]1[C:11]1[C:12]([F:18])=[N:13][CH:14]=[CH:15][C:16]=1I.[O:19]=[C:20]([CH2:25][CH3:26])[C:21]([O:23][CH3:24])=[O:22].O.C1COCC1. (3) Given the product [C:44]([O:28][C:25]1[CH:24]=[CH:23][C:22]([CH2:21][C@@H:20]2[N:15]3[CH:16]([N:11]([C:9](=[O:10])[NH:8][CH2:1][C:2]4[CH:3]=[CH:4][CH:5]=[CH:6][CH:7]=4)[N:12]([CH3:43])[CH2:13][C:14]3=[O:42])[C@H:17]([CH3:41])[N:18]([CH2:30][C:31]3[CH:32]=[CH:33][CH:34]=[C:35]4[C:40]=3[N:39]=[CH:38][CH:37]=[CH:36]4)[C:19]2=[O:29])=[CH:27][CH:26]=1)(=[O:46])[CH3:45], predict the reactants needed to synthesize it. The reactants are: [CH2:1]([NH:8][C:9]([N:11]1[CH:16]2[C@H:17]([CH3:41])[N:18]([CH2:30][C:31]3[CH:32]=[CH:33][CH:34]=[C:35]4[C:40]=3[N:39]=[CH:38][CH:37]=[CH:36]4)[C:19](=[O:29])[C@H:20]([CH2:21][C:22]3[CH:27]=[CH:26][C:25]([OH:28])=[CH:24][CH:23]=3)[N:15]2[C:14](=[O:42])[CH2:13][N:12]1[CH3:43])=[O:10])[C:2]1[CH:7]=[CH:6][CH:5]=[CH:4][CH:3]=1.[C:44](OC(=O)C)(=[O:46])[CH3:45].